From a dataset of Forward reaction prediction with 1.9M reactions from USPTO patents (1976-2016). Predict the product of the given reaction. Given the reactants [Br:1][C:2]1[CH:10]=[C:9]2[C:5]([C:6]([F:11])=[N:7][NH:8]2)=[C:4]([N+:12]([O-])=O)[CH:3]=1.BrC1C=C2C(C=NN2)=C([N+]([O-])=O)C=1.S(S([O-])(=O)=O)([O-])(=O)=O.[Na+].[Na+].S(S([O-])=O)([O-])=O.[Na+].[Na+], predict the reaction product. The product is: [Br:1][C:2]1[CH:3]=[C:4]([NH2:12])[C:5]2[C:6]([F:11])=[N:7][NH:8][C:9]=2[CH:10]=1.